This data is from Full USPTO retrosynthesis dataset with 1.9M reactions from patents (1976-2016). The task is: Predict the reactants needed to synthesize the given product. (1) Given the product [NH2:13][C:9]1[CH:8]=[C:7]([C:5]2[O:4][C:3](=[O:16])[N:2]([CH3:1])[N:6]=2)[CH:12]=[CH:11][CH:10]=1, predict the reactants needed to synthesize it. The reactants are: [CH3:1][N:2]1[N:6]=[C:5]([C:7]2[CH:12]=[CH:11][CH:10]=[C:9]([N+:13]([O-])=O)[CH:8]=2)[O:4][C:3]1=[O:16].[H][H]. (2) Given the product [N+:12]([C:9]1[CH:10]=[CH:11][C:6]([CH2:5][O:4][C:2]([NH:22][CH2:23][CH2:24][CH2:25][OH:26])=[O:3])=[CH:7][CH:8]=1)([O-:14])=[O:13], predict the reactants needed to synthesize it. The reactants are: Cl[C:2]([O:4][CH2:5][C:6]1[CH:11]=[CH:10][C:9]([N+:12]([O-:14])=[O:13])=[CH:8][CH:7]=1)=[O:3].C(N(CC)CC)C.[NH2:22][CH2:23][CH2:24][CH2:25][OH:26].